From a dataset of Catalyst prediction with 721,799 reactions and 888 catalyst types from USPTO. Predict which catalyst facilitates the given reaction. (1) Reactant: [BH4-].[Na+].[Br:3][C:4]1[C:5]([CH:11]=[O:12])=[C:6]([SH:10])[CH:7]=[CH:8][CH:9]=1. Product: [Br:3][C:4]1[C:5]([CH2:11][OH:12])=[C:6]([SH:10])[CH:7]=[CH:8][CH:9]=1. The catalyst class is: 5. (2) Reactant: [NH:1]1[C:9]2[C:4](=[C:5]([C:10]3[CH:11]=[C:12]([NH2:19])[C:13]4[CH:14]=[N:15][NH:16][C:17]=4[CH:18]=3)[CH:6]=[CH:7][CH:8]=2)[CH:3]=[CH:2]1.[C:20]1(=O)[C:24]2[CH:25]=[CH:26][CH:27]=[CH:28][C:23]=2[C:22](=[O:29])[O:21]1.CN(C=O)C. Product: [NH:1]1[C:9]2[C:4](=[C:5]([C:10]3[CH:18]=[C:17]4[C:13]([CH:14]=[N:15][NH:16]4)=[C:12]([N:19]4[C:20](=[O:21])[C:24]5[C:23](=[CH:28][CH:27]=[CH:26][CH:25]=5)[C:22]4=[O:29])[CH:11]=3)[CH:6]=[CH:7][CH:8]=2)[CH:3]=[CH:2]1. The catalyst class is: 4. (3) Reactant: C(N(CC)CC)C.[CH3:8][O:9][CH2:10]Cl.[OH:12][C:13]1[C:22]([C:23]#[N:24])=[C:21]2[C:16]([CH:17]=[CH:18][C:19]([CH3:25])=[N:20]2)=[CH:15][CH:14]=1. Product: [CH3:8][O:9][CH2:10][O:12][C:13]1[C:22]([C:23]#[N:24])=[C:21]2[C:16]([CH:17]=[CH:18][C:19]([CH3:25])=[N:20]2)=[CH:15][CH:14]=1. The catalyst class is: 21. (4) Reactant: [C:9](O[C:9]([O:11][C:12]([CH3:15])([CH3:14])[CH3:13])=[O:10])([O:11][C:12]([CH3:15])([CH3:14])[CH3:13])=[O:10].Cl.[CH2:17]([O:19][C:20](=[O:23])[CH2:21][NH2:22])[CH3:18].C(N(CC)CC)C. Product: [C:12]([O:11][C:9]([NH:22][CH2:21][C:20]([O:19][CH2:17][CH3:18])=[O:23])=[O:10])([CH3:13])([CH3:14])[CH3:15]. The catalyst class is: 7. (5) Reactant: [CH3:1][C:2]1[CH:6]=[C:5]([C:7]2[CH:8]=[CH:9][C:10]3[N:11]([C:13]([CH2:16][NH2:17])=[N:14][N:15]=3)[N:12]=2)[S:4][N:3]=1.Cl[C:19]1[CH:20]=[CH:21][N:22]=[C:23]2[C:28]=1[N:27]=[CH:26][C:25]([O:29][CH3:30])=[CH:24]2.CC(O)CC.N. Product: [CH3:30][O:29][C:25]1[CH:24]=[C:23]2[C:28]([C:19]([NH:17][CH2:16][C:13]3[N:11]4[N:12]=[C:7]([C:5]5[S:4][N:3]=[C:2]([CH3:1])[CH:6]=5)[CH:8]=[CH:9][C:10]4=[N:15][N:14]=3)=[CH:20][CH:21]=[N:22]2)=[N:27][CH:26]=1. The catalyst class is: 5.